Dataset: Retrosynthesis with 50K atom-mapped reactions and 10 reaction types from USPTO. Task: Predict the reactants needed to synthesize the given product. (1) Given the product CN(C)C(=O)c1cc(OCc2ccccc2)c(C(=O)OCc2ccccc2)cc1Br, predict the reactants needed to synthesize it. The reactants are: CNC.O=C(O)c1cc(OCc2ccccc2)c(C(=O)OCc2ccccc2)cc1Br. (2) Given the product COc1ccc(CC(=O)NC(c2ccccc2)c2ccc(Cl)cc2C)cc1C, predict the reactants needed to synthesize it. The reactants are: COc1ccc(CC(=O)O)cc1C.Cc1cc(Cl)ccc1C(N)c1ccccc1. (3) Given the product COc1ccccc1CNc1ccc2cc(CNCc3ccc(F)cc3)ccc2n1, predict the reactants needed to synthesize it. The reactants are: COc1ccccc1CNc1ccc2cc(CN)ccc2n1.O=Cc1ccc(F)cc1. (4) Given the product O=C1N(Cc2ncccc2F)c2ccccc2[C@]12COc1cc3c(cc12)OCCO3, predict the reactants needed to synthesize it. The reactants are: Fc1cccnc1CCl.O=C1Nc2ccccc2[C@]12COc1cc3c(cc12)OCCO3. (5) Given the product COc1c(N)cc(C(=O)O)cc1S(N)(=O)=O, predict the reactants needed to synthesize it. The reactants are: COc1c([N+](=O)[O-])cc(C(=O)O)cc1S(N)(=O)=O. (6) Given the product O=[N+]([O-])c1ccccc1S(=O)(=O)NCCCn1cccn1, predict the reactants needed to synthesize it. The reactants are: NCCCn1cccn1.O=[N+]([O-])c1ccccc1S(=O)(=O)Cl. (7) Given the product c1ccc(-c2nc(-c3ccccc3)nc(-c3cccc(-c4ccc5c(c4)c4ccccc4n5-c4ccccc4)c3)n2)cc1, predict the reactants needed to synthesize it. The reactants are: Brc1cccc(-c2nc(-c3ccccc3)nc(-c3ccccc3)n2)c1.OB(O)c1ccc2c(c1)c1ccccc1n2-c1ccccc1. (8) Given the product CCN(CC)C(=O)n1nc(C(C)(C)C)cc1SC, predict the reactants needed to synthesize it. The reactants are: CCNCC.CSc1cc(C(C)(C)C)nn1C(=O)Cl. (9) Given the product Cc1cnc(-c2nc(N3CCC(N)CC3)ccc2Cl)c(C)c1, predict the reactants needed to synthesize it. The reactants are: Cc1cnc(-c2nc(N3CCC(NC(=O)OC(C)(C)C)CC3)ccc2Cl)c(C)c1. (10) Given the product C=CCCCCCOC(=O)N[C@H](C(=O)N1C[C@H](OCC#Cc2ccccc2C=C)C[C@H]1C(=O)OC)C(C)(C)C, predict the reactants needed to synthesize it. The reactants are: C=CCCCCCOC(=O)N[C@H](C(=O)N1C[C@H](OCC#Cc2ccccc2Br)C[C@H]1C(=O)OC)C(C)(C)C.C=C[Sn](CCCC)(CCCC)CCCC.